Dataset: Forward reaction prediction with 1.9M reactions from USPTO patents (1976-2016). Task: Predict the product of the given reaction. (1) Given the reactants [F:1][C:2]1[C:7]([F:8])=[CH:6][CH:5]=[CH:4][C:3]=1[C@:9]1([CH3:20])[CH2:14][C@@H:13]([C:15]([F:18])([F:17])[F:16])[O:12][C:11]([NH2:19])=[N:10]1.S(=O)(=O)(O)O.[N+:26]([O-])([O-:28])=[O:27].[Na+], predict the reaction product. The product is: [F:1][C:2]1[C:7]([F:8])=[CH:6][C:5]([N+:26]([O-:28])=[O:27])=[CH:4][C:3]=1[C@:9]1([CH3:20])[CH2:14][C@@H:13]([C:15]([F:18])([F:16])[F:17])[O:12][C:11]([NH2:19])=[N:10]1. (2) Given the reactants [C:1]([C:3]1[CH:4]=[C:5]([NH:9][C:10](=[O:32])[NH:11][C:12]2[CH:17]=[CH:16][C:15]([S:18]([NH:21][CH2:22][C:23]3[C:28]([F:29])=[CH:27][CH:26]=[C:25]([F:30])[C:24]=3[F:31])(=[O:20])=[O:19])=[CH:14][CH:13]=2)[CH:6]=[CH:7][CH:8]=1)#[N:2].Cl.[CH3:34][OH:35], predict the reaction product. The product is: [CH3:34][O:35][C:1](=[NH:2])[C:3]1[CH:8]=[CH:7][CH:6]=[C:5]([NH:9][C:10]([NH:11][C:12]2[CH:17]=[CH:16][C:15]([S:18](=[O:19])(=[O:20])[NH:21][CH2:22][C:23]3[C:28]([F:29])=[CH:27][CH:26]=[C:25]([F:30])[C:24]=3[F:31])=[CH:14][CH:13]=2)=[O:32])[CH:4]=1. (3) The product is: [Cl:1][C:2]1[C:7]([C:8]2[CH:13]=[CH:12][CH:11]=[CH:10][CH:9]=2)=[N:6][N:5]=[C:4]2[N:14]([CH3:24])[N:15]=[C:16]([C:17]3[CH:18]=[CH:19][CH:20]=[CH:21][C:22]=3[F:25])[C:3]=12. Given the reactants [Cl:1][C:2]1[C:7]([C:8]2[CH:13]=[CH:12][CH:11]=[CH:10][CH:9]=2)=[N:6][N:5]=[C:4]2[N:14]([CH3:24])[N:15]=[C:16]([C:17]3[CH:18]=[C:19](C)[CH:20]=[CH:21][CH:22]=3)[C:3]=12.[F:25]C1C=CC=CC=1C=O, predict the reaction product. (4) Given the reactants [CH:1]1([Mg]Br)[CH2:5][CH2:4][CH2:3][CH2:2]1.N1C=CC=CC=1S[C:15](=[O:24])[CH2:16][CH2:17][C:18]1[CH2:23][CH2:22][CH2:21][CH2:20][CH:19]=1, predict the reaction product. The product is: [C:18]1([CH2:17][CH2:16][C:15]([CH:1]2[CH2:5][CH2:4][CH2:3][CH2:2]2)=[O:24])[CH2:23][CH2:22][CH2:21][CH2:20][CH:19]=1. (5) Given the reactants [H-].[Na+].[NH:3]1[C:13]2[C:8](=[CH:9][CH:10]=[CH:11][CH:12]=2)[C:6](=[O:7])[C:4]1=[O:5].[CH:14](Br)([C:21]1[CH:26]=[CH:25][CH:24]=[CH:23][CH:22]=1)[C:15]1[CH:20]=[CH:19][CH:18]=[CH:17][CH:16]=1.O, predict the reaction product. The product is: [C:15]1([CH:14]([C:21]2[CH:22]=[CH:23][CH:24]=[CH:25][CH:26]=2)[N:3]2[C:13]3[C:8](=[CH:9][CH:10]=[CH:11][CH:12]=3)[C:6](=[O:7])[C:4]2=[O:5])[CH:20]=[CH:19][CH:18]=[CH:17][CH:16]=1. (6) Given the reactants ClC(Cl)(O[C:5](=[O:11])OC(Cl)(Cl)Cl)Cl.[F:13][C:14]1[CH:60]=[CH:59][C:17]([CH2:18][NH:19][CH2:20][CH2:21][C:22]2[CH:23]=[C:24]3[C:28](=[CH:29][C:30]=2[NH:31][OH:32])[N:27]([C:33]([C:46]2[CH:51]=[CH:50][CH:49]=[CH:48][CH:47]=2)([C:40]2[CH:45]=[CH:44][CH:43]=[CH:42][CH:41]=2)[C:34]2[CH:39]=[CH:38][CH:37]=[CH:36][CH:35]=2)[N:26]=[C:25]3[C:52]2[CH:57]=[CH:56][N:55]=[C:54]([CH3:58])[CH:53]=2)=[CH:16][CH:15]=1, predict the reaction product. The product is: [F:13][C:14]1[CH:15]=[CH:16][C:17]([CH2:18][N:19]2[CH2:20][CH2:21][C:22]3[CH:23]=[C:24]4[C:28](=[CH:29][C:30]=3[N:31]([OH:32])[C:5]2=[O:11])[N:27]([C:33]([C:34]2[CH:39]=[CH:38][CH:37]=[CH:36][CH:35]=2)([C:46]2[CH:51]=[CH:50][CH:49]=[CH:48][CH:47]=2)[C:40]2[CH:41]=[CH:42][CH:43]=[CH:44][CH:45]=2)[N:26]=[C:25]4[C:52]2[CH:57]=[CH:56][N:55]=[C:54]([CH3:58])[CH:53]=2)=[CH:59][CH:60]=1.